Dataset: Catalyst prediction with 721,799 reactions and 888 catalyst types from USPTO. Task: Predict which catalyst facilitates the given reaction. (1) Reactant: Cl.[NH:2]1[CH2:6][CH2:5][CH2:4][C@@H:3]1[CH2:7][O:8][C:9]1[CH:21]=[CH:20][C:12]([O:13][C:14]2[CH:19]=[CH:18][CH:17]=[CH:16][N:15]=2)=[CH:11][CH:10]=1.[OH-].[Na+].[C:24]([O:28]C)(=[O:27])[CH:25]=[CH2:26].Cl. Product: [N:15]1[CH:16]=[CH:17][CH:18]=[CH:19][C:14]=1[O:13][C:12]1[CH:20]=[CH:21][C:9]([O:8][CH2:7][CH:3]2[CH2:4][CH2:5][CH2:6][N:2]2[CH2:26][CH2:25][C:24]([OH:28])=[O:27])=[CH:10][CH:11]=1. The catalyst class is: 346. (2) Reactant: [CH3:1][O:2][C:3]1[N:7]([CH3:8])[N:6]=[C:5]([C:9]2[CH:14]=[CH:13][C:12]([O:15][CH:16]([CH3:18])[CH3:17])=[C:11]([CH3:19])[CH:10]=2)[CH:4]=1.C(Cl)(Cl)[Cl:21].ClN1C(=O)CCC1=O. Product: [Cl:21][C:4]1[C:5]([C:9]2[CH:14]=[CH:13][C:12]([O:15][CH:16]([CH3:17])[CH3:18])=[C:11]([CH3:19])[CH:10]=2)=[N:6][N:7]([CH3:8])[C:3]=1[O:2][CH3:1]. The catalyst class is: 6. (3) Reactant: [N:1]1[C:11]2[CH2:10][CH2:9][CH2:8][C:7](=[O:12])[NH:6][C:5]=2[CH:4]=[CH:3][CH:2]=1.[Li][CH2:14]CCC.CI.[NH4+].[Cl-]. Product: [CH3:14][N:6]1[C:7](=[O:12])[CH2:8][CH2:9][CH2:10][C:11]2[N:1]=[CH:2][CH:3]=[CH:4][C:5]1=2. The catalyst class is: 1. (4) Reactant: [O:1]([C:8]1[CH:13]=[CH:12][C:11]([C:14]2[C:22]3[C:17](=[N:18][CH:19]=[N:20][C:21]=3[NH2:23])[NH:16][N:15]=2)=[CH:10][CH:9]=1)[C:2]1[CH:7]=[CH:6][CH:5]=[CH:4][CH:3]=1.[H-].[Na+].S(C1C=CC(C)=CC=1)(O[CH:30]1[CH2:35][CH2:34][O:33][CH2:32][CH2:31]1)(=O)=O. Product: [O:1]([C:8]1[CH:13]=[CH:12][C:11]([C:14]2[C:22]3[C:17](=[N:18][CH:19]=[N:20][C:21]=3[NH2:23])[N:16]([CH:30]3[CH2:35][CH2:34][O:33][CH2:32][CH2:31]3)[N:15]=2)=[CH:10][CH:9]=1)[C:2]1[CH:7]=[CH:6][CH:5]=[CH:4][CH:3]=1. The catalyst class is: 44. (5) Reactant: [N:1]1[CH:6]=[CH:5][C:4]([CH2:7][CH2:8][C:9]2[C:17]3[C:12](=[CH:13][CH:14]=[CH:15][CH:16]=3)[NH:11][CH:10]=2)=[CH:3][CH:2]=1.[CH3:18][NH:19][C:20]1([C:27]2[CH:32]=[CH:31][CH:30]=[CH:29][CH:28]=2)[CH2:25][CH2:24][C:23](=O)[CH2:22][CH2:21]1.FC(F)(F)S(O)(=O)=O. Product: [CH3:18][NH:19][C:20]1([C:27]2[CH:32]=[CH:31][CH:30]=[CH:29][CH:28]=2)[CH2:25][CH2:24][C:23]([C:10]2[NH:11][C:12]3[C:17]([C:9]=2[CH2:8][CH2:7][C:4]2[CH:3]=[CH:2][N:1]=[CH:6][CH:5]=2)=[CH:16][CH:15]=[CH:14][CH:13]=3)([C:10]2[NH:11][C:12]3[C:17]([C:9]=2[CH2:8][CH2:7][C:4]2[CH:5]=[CH:6][N:1]=[CH:2][CH:3]=2)=[CH:16][CH:15]=[CH:14][CH:13]=3)[CH2:22][CH2:21]1. The catalyst class is: 4.